This data is from Reaction yield outcomes from USPTO patents with 853,638 reactions. The task is: Predict the reaction yield, written as a fraction of the theoretical maximum amount of product (1.0 means a 100% yield; for example, 0.34 means a 34% yield). (1) The yield is 0.517. The reactants are [CH3:1][C:2]1[C:3]([C:8]([O:10][CH3:11])=[O:9])=[N:4][CH:5]=[CH:6][N:7]=1.C(N)(N)=[O:13].OO.FC(F)(F)C(OC(=O)C(F)(F)F)=O.COC(C1C(C)=[N+]([O-])C=CN=1)=O. The catalyst is C(Cl)Cl. The product is [CH3:11][O:10][C:8]([C:3]1[C:2]([CH3:1])=[N:7][CH:6]=[CH:5][N+:4]=1[O-:13])=[O:9]. (2) The reactants are [Cl:1][C:2]1[N:3]=[C:4]([C:9]([NH:11][C@H:12]2[CH2:17][CH2:16][N:15]([C:18]3[O:19][C:20]([CH2:30][CH2:31][CH3:32])=[C:21]([C:23]([O:25]CCCC)=[O:24])[N:22]=3)[CH2:14][C@H:13]2[O:33][CH3:34])=[O:10])[NH:5][C:6]=1[CH2:7][CH3:8].[OH-].[Li+].CO. The catalyst is C1COCC1. The product is [Cl:1][C:2]1[N:3]=[C:4]([C:9]([NH:11][C@H:12]2[CH2:17][CH2:16][N:15]([C:18]3[O:19][C:20]([CH2:30][CH2:31][CH3:32])=[C:21]([C:23]([OH:25])=[O:24])[N:22]=3)[CH2:14][C@H:13]2[O:33][CH3:34])=[O:10])[NH:5][C:6]=1[CH2:7][CH3:8]. The yield is 0.910. (3) The reactants are [CH2:1]([C:4]1([OH:10])[CH2:9][CH2:8][O:7][CH2:6][CH2:5]1)[CH:2]=C.N1C(C)=CC=CC=1C.I([O-])(=O)(=O)=[O:20].[Na+].C([O-])(O)=O.[Na+]. The catalyst is O1CCOCC1.O.[Os](=O)(=O)(=O)=O. The product is [OH:10][C:4]1([CH2:1][CH:2]=[O:20])[CH2:9][CH2:8][O:7][CH2:6][CH2:5]1. The yield is 0.440.